This data is from Forward reaction prediction with 1.9M reactions from USPTO patents (1976-2016). The task is: Predict the product of the given reaction. (1) Given the reactants Cl.[Cl:2][C:3]1[CH:4]=[C:5]2[C:10](=[CH:11][CH:12]=1)[CH2:9][NH:8][CH2:7][CH2:6]2.C(N(CC)CC)C.Cl[S:21]([CH2:24][CH2:25][C:26]([O:28][CH3:29])=[O:27])(=[O:23])=[O:22], predict the reaction product. The product is: [Cl:2][C:3]1[CH:4]=[C:5]2[C:10](=[CH:11][CH:12]=1)[CH2:9][N:8]([S:21]([CH2:24][CH2:25][C:26]([O:28][CH3:29])=[O:27])(=[O:23])=[O:22])[CH2:7][CH2:6]2. (2) Given the reactants Cl[C:2]1[C:3]2[CH2:17][CH2:16][CH2:15][C:4]=2[N:5]=[C:6]([C:8]2[CH:13]=[CH:12][CH:11]=[C:10]([Cl:14])[CH:9]=2)[N:7]=1.CC1(C)C(C)(C)OB([CH2:26][C:27]2[CH:32]=[CH:31][C:30]([CH2:33][C:34]([O:36][CH3:37])=[O:35])=[CH:29][CH:28]=2)O1.C([O-])([O-])=O.[Na+].[Na+].[Cl-], predict the reaction product. The product is: [Cl:14][C:10]1[CH:9]=[C:8]([C:6]2[N:7]=[C:2]([CH2:26][C:27]3[CH:28]=[CH:29][C:30]([CH2:33][C:34]([O:36][CH3:37])=[O:35])=[CH:31][CH:32]=3)[C:3]3[CH2:17][CH2:16][CH2:15][C:4]=3[N:5]=2)[CH:13]=[CH:12][CH:11]=1. (3) Given the reactants F[P-](F)(F)(F)(F)F.N1(OC(N(C)C)=[N+](C)C)C2C=CC=CC=2N=N1.[F:25][C:26]1[CH:34]=[CH:33][C:32]([CH2:35][C:36]2[C:45]3[C:40](=[CH:41][CH:42]=[CH:43][CH:44]=3)[C:39](=[O:46])[NH:38][N:37]=2)=[CH:31][C:27]=1[C:28]([OH:30])=O.C(N(CC)CC)C.Cl.[O:55]1[CH2:59][CH2:58][CH2:57][CH:56]1[CH2:60][O:61][CH:62]1[CH2:67][CH2:66][NH:65][CH2:64][CH2:63]1, predict the reaction product. The product is: [F:25][C:26]1[CH:34]=[CH:33][C:32]([CH2:35][C:36]2[C:45]3[C:40](=[CH:41][CH:42]=[CH:43][CH:44]=3)[C:39](=[O:46])[NH:38][N:37]=2)=[CH:31][C:27]=1[C:28]([N:65]1[CH2:66][CH2:67][CH:62]([O:61][CH2:60][CH:56]2[CH2:57][CH2:58][CH2:59][O:55]2)[CH2:63][CH2:64]1)=[O:30]. (4) Given the reactants Cl[C:2](=[O:8])[C:3]([O:5][CH2:6][CH3:7])=[O:4].[Cl-].[Al+3].[Cl-].[Cl-].[CH3:13][O:14][CH2:15][CH2:16][S:17][C:18]1[CH:23]=[CH:22][CH:21]=[CH:20][CH:19]=1, predict the reaction product. The product is: [CH2:6]([O:5][C:3](=[O:4])[C:2]([C:21]1[CH:22]=[CH:23][C:18]([S:17][CH2:16][CH2:15][O:14][CH3:13])=[CH:19][CH:20]=1)=[O:8])[CH3:7]. (5) Given the reactants CC(C)([O-])C.[K+].C(=O)=O.C1(C(C2C=CC=CC=2)=[N:17][CH2:18][C:19]([O:21][CH2:22][CH3:23])=[O:20])C=CC=CC=1.[S:30]1[CH:34]=[CH:33][C:32]([C:35]([Cl:37])=[O:36])=[CH:31]1.Cl, predict the reaction product. The product is: [ClH:37].[NH2:17][CH:18]([C:35](=[O:36])[C:32]1[CH:33]=[CH:34][S:30][CH:31]=1)[C:19]([O:21][CH2:22][CH3:23])=[O:20]. (6) Given the reactants [C:1]([CH:3]1[CH2:6][N:5]([C:7](=[O:40])[C@H:8]([NH:10][C:11]([C:13]2[C:21]3[C:16](=[N:17][CH:18]=[C:19]([C:22]4[N:23]=[CH:24][N:25]5[CH:30]=[C:29]([CH3:31])[CH:28]=[CH:27][C:26]=45)[N:20]=3)[N:15](COCC[Si](C)(C)C)[CH:14]=2)=[O:12])[CH3:9])[CH2:4]1)#[N:2].FC(F)(F)C(O)=O.C(N)CN, predict the reaction product. The product is: [C:1]([CH:3]1[CH2:6][N:5]([C:7](=[O:40])[C@H:8]([NH:10][C:11]([C:13]2[C:21]3[C:16](=[N:17][CH:18]=[C:19]([C:22]4[N:23]=[CH:24][N:25]5[CH:30]=[C:29]([CH3:31])[CH:28]=[CH:27][C:26]=45)[N:20]=3)[NH:15][CH:14]=2)=[O:12])[CH3:9])[CH2:4]1)#[N:2].